Predict the reaction yield, written as a fraction of the theoretical maximum amount of product (1.0 means a 100% yield; for example, 0.34 means a 34% yield). From a dataset of Reaction yield outcomes from USPTO patents with 853,638 reactions. (1) The reactants are [CH:1]1([CH:7]([NH:24][C:25]2[CH:34]=[CH:33][C:28]([C:29]([O:31]C)=[O:30])=[CH:27][CH:26]=2)[C:8]2[O:9][C:10]3[CH:22]=[CH:21][C:20]([F:23])=[CH:19][C:11]=3[C:12]=2[CH2:13][O:14][CH2:15][CH2:16][O:17][CH3:18])[CH2:6][CH2:5][CH2:4][CH2:3][CH2:2]1.O1CCCC1.[OH-].[Na+]. The catalyst is C(O)C. The product is [CH:1]1([CH:7]([NH:24][C:25]2[CH:34]=[CH:33][C:28]([C:29]([OH:31])=[O:30])=[CH:27][CH:26]=2)[C:8]2[O:9][C:10]3[CH:22]=[CH:21][C:20]([F:23])=[CH:19][C:11]=3[C:12]=2[CH2:13][O:14][CH2:15][CH2:16][O:17][CH3:18])[CH2:6][CH2:5][CH2:4][CH2:3][CH2:2]1. The yield is 0.930. (2) The reactants are [CH2:1]([C:3]1([C:16]([O:18][CH2:19][CH3:20])=[O:17])[CH2:8][CH2:7][N:6](C(OC(C)(C)C)=O)[CH2:5][CH2:4]1)[CH3:2].ClCCl.[F:24][C:25]([F:30])([F:29])[C:26]([OH:28])=[O:27]. No catalyst specified. The product is [F:24][C:25]([F:30])([F:29])[C:26]([OH:28])=[O:27].[CH2:19]([O:18][C:16]([C:3]1([CH2:1][CH3:2])[CH2:8][CH2:7][NH:6][CH2:5][CH2:4]1)=[O:17])[CH3:20]. The yield is 0.730. (3) The reactants are [CH2:1]([C:8]1[N:13]=[N:12][C:11]([N:14]2[CH2:19][CH2:18][N:17]([C:20]3[N:25]=[C:24]([C:26]([F:29])([F:28])[F:27])[C:23]([C:30]([O:32]C)=[O:31])=[CH:22][N:21]=3)[C@H:16]([CH3:34])[CH2:15]2)=[C:10]([CH3:35])[C:9]=1[CH3:36])[C:2]1[CH:7]=[CH:6][CH:5]=[CH:4][CH:3]=1.[Li+].[OH-]. The catalyst is C1COCC1.CCOC(C)=O. The product is [CH2:1]([C:8]1[N:13]=[N:12][C:11]([N:14]2[CH2:19][CH2:18][N:17]([C:20]3[N:25]=[C:24]([C:26]([F:29])([F:28])[F:27])[C:23]([C:30]([OH:32])=[O:31])=[CH:22][N:21]=3)[C@H:16]([CH3:34])[CH2:15]2)=[C:10]([CH3:35])[C:9]=1[CH3:36])[C:2]1[CH:3]=[CH:4][CH:5]=[CH:6][CH:7]=1. The yield is 0.960.